This data is from TCR-epitope binding with 47,182 pairs between 192 epitopes and 23,139 TCRs. The task is: Binary Classification. Given a T-cell receptor sequence (or CDR3 region) and an epitope sequence, predict whether binding occurs between them. (1) Result: 0 (the TCR does not bind to the epitope). The epitope is FVDGVPFVV. The TCR CDR3 sequence is CASSEGRNYNQPQHF. (2) The epitope is YIFFASFYY. The TCR CDR3 sequence is CASRTGSYEQYF. Result: 1 (the TCR binds to the epitope).